Dataset: Forward reaction prediction with 1.9M reactions from USPTO patents (1976-2016). Task: Predict the product of the given reaction. (1) Given the reactants C(O[C:4]([C:6]1[N:7]([NH2:26])[CH:8]=[C:9]([CH2:17][C:18]2[CH:23]=[CH:22][CH:21]=[C:20]([F:24])[C:19]=2[CH3:25])[C:10]=1[C:11]1[CH:16]=[CH:15][CH:14]=[CH:13][CH:12]=1)=[O:5])C.[CH2:27]([O:29][CH:30]([O:37]CC)[CH2:31][C:32](OCC)=O)[CH3:28].O.C1(C)C=CC(S(O)(=O)=O)=CC=1.C1CCN2C(=NCCC2)CC1, predict the reaction product. The product is: [CH2:27]([O:29][C:30]([C:31]1[C:4](=[O:5])[C:6]2[N:7]([CH:8]=[C:9]([CH2:17][C:18]3[CH:23]=[CH:22][CH:21]=[C:20]([F:24])[C:19]=3[CH3:25])[C:10]=2[C:11]2[CH:16]=[CH:15][CH:14]=[CH:13][CH:12]=2)[NH:26][CH:32]=1)=[O:37])[CH3:28]. (2) Given the reactants Cl[C:2]1[C:7](Cl)=[CH:6][CH:5]=[CH:4][C:3]=1[CH2:9][NH:10][CH:11]1[CH2:16][CH2:15][N:14]([C:17]([O:19][C:20]([CH3:23])([CH3:22])[CH3:21])=[O:18])[CH2:13][CH2:12]1.[F:24]C1C=CC(CN)=CC=1, predict the reaction product. The product is: [F:24][C:6]1[CH:5]=[CH:4][C:3]([CH2:9][NH:10][CH:11]2[CH2:16][CH2:15][N:14]([C:17]([O:19][C:20]([CH3:23])([CH3:22])[CH3:21])=[O:18])[CH2:13][CH2:12]2)=[CH:2][CH:7]=1. (3) Given the reactants N[C:2]1[C:10]2[C:5](=[CH:6][N:7]=[CH:8][CH:9]=2)[O:4][C:3]=1[C:11]([O-:13])=[O:12].[Si:14]([O:21][N:22]=[C:23]1[C:31]2[C:26](=[CH:27][C:28](Br)=[CH:29][CH:30]=2)[CH2:25][CH2:24]1)([C:17]([CH3:20])([CH3:19])[CH3:18])([CH3:16])[CH3:15].[CH3:33][CH:34](C1C=C(C(C)C)C(C2C=CC=CC=2P(C2CCCCC2)C2CCCCC2)=C(C(C)C)C=1)C.C([O-])([O-])=O.[Cs+].[Cs+], predict the reaction product. The product is: [Si:14]([O:21][N:22]=[C:23]1[C:31]2[C:26](=[CH:27][C:28]([C:2]3[C:10]4[C:5](=[CH:6][N:7]=[CH:8][CH:9]=4)[O:4][C:3]=3[C:11]([O:13][CH2:33][CH3:34])=[O:12])=[CH:29][CH:30]=2)[CH2:25][CH2:24]1)([C:17]([CH3:20])([CH3:19])[CH3:18])([CH3:16])[CH3:15]. (4) Given the reactants Br[C:2]1[CH:7]=[CH:6][C:5]([C@@H:8]([NH:10][C:11]2[N:12]=[CH:13][C:14]3[N:20]([CH3:21])[C:19](=[O:22])[C:18]([CH3:24])([CH3:23])[CH2:17][N:16]([CH:25]4[CH2:29][CH2:28][CH2:27][CH2:26]4)[C:15]=3[N:30]=2)[CH3:9])=[CH:4][CH:3]=1.C(N(CC)C(=O)C1C=CC=CC=1O)C.[O-]P([O-])([O-])=O.[K+].[K+].[K+].[CH3:53][NH:54][CH2:55][CH2:56][N:57]([CH3:59])[CH3:58], predict the reaction product. The product is: [CH:25]1([N:16]2[CH2:17][C:18]([CH3:24])([CH3:23])[C:19](=[O:22])[N:20]([CH3:21])[C:14]3[CH:13]=[N:12][C:11]([NH:10][C@H:8]([C:5]4[CH:6]=[CH:7][C:2]([N:54]([CH2:55][CH2:56][N:57]([CH3:59])[CH3:58])[CH3:53])=[CH:3][CH:4]=4)[CH3:9])=[N:30][C:15]2=3)[CH2:29][CH2:28][CH2:27][CH2:26]1.